This data is from Catalyst prediction with 721,799 reactions and 888 catalyst types from USPTO. The task is: Predict which catalyst facilitates the given reaction. (1) Reactant: C(OC([N:8]1[CH2:20][C@@H:19]([CH3:21])[N:18]2[C@H:10]([CH2:11][C:12]3[C:17]2=[N:16][C:15]([CH2:22][OH:23])=[C:14]([F:24])[CH:13]=3)[CH2:9]1)=O)(C)(C)C.[H-].[Na+].[CH:27]1(Br)[CH2:29][CH2:28]1.[CH3:31]N(C)C=O. Product: [NH3:8].[CH:27]1([CH2:31][O:23][CH2:22][C:15]2[N:16]=[C:17]3[C:12](=[CH:13][C:14]=2[F:24])[CH2:11][C@H:10]2[N:18]3[C@H:19]([CH3:21])[CH2:20][NH:8][CH2:9]2)[CH2:29][CH2:28]1. The catalyst class is: 55. (2) Reactant: [NH2:1][C:2]1[N:31]=[C:5]2[N:6]([C:21]3[CH:26]=[CH:25][CH:24]=[C:23]([C:27]([F:30])([F:29])[F:28])[CH:22]=3)[C:7]([CH3:20])=[C:8]([C:18]#[N:19])[C@@H:9]([C:10]3[CH:15]=[CH:14][C:13]([C:16]#[N:17])=[CH:12][CH:11]=3)[N:4]2[N:3]=1.N1C=CC=CC=1.Cl[C:39]([O:41][CH:42]([CH3:44])[CH3:43])=[O:40]. Product: [C:18]([C:8]1[C@@H:9]([C:10]2[CH:15]=[CH:14][C:13]([C:16]#[N:17])=[CH:12][CH:11]=2)[N:4]2[N:3]=[C:2]([NH:1][C:39](=[O:40])[O:41][CH:42]([CH3:44])[CH3:43])[N:31]=[C:5]2[N:6]([C:21]2[CH:26]=[CH:25][CH:24]=[C:23]([C:27]([F:28])([F:30])[F:29])[CH:22]=2)[C:7]=1[CH3:20])#[N:19]. The catalyst class is: 1.